This data is from Full USPTO retrosynthesis dataset with 1.9M reactions from patents (1976-2016). The task is: Predict the reactants needed to synthesize the given product. (1) Given the product [C:6]1([C:4]2[C:3]3[C:2](=[CH:15][CH:14]=[C:13]([C:16]([F:19])([F:18])[F:17])[CH:12]=3)[NH:21][N:20]=2)[CH:11]=[CH:10][CH:9]=[CH:8][CH:7]=1, predict the reactants needed to synthesize it. The reactants are: F[C:2]1[CH:15]=[CH:14][C:13]([C:16]([F:19])([F:18])[F:17])=[CH:12][C:3]=1[C:4]([C:6]1[CH:11]=[CH:10][CH:9]=[CH:8][CH:7]=1)=O.[NH2:20][NH2:21]. (2) Given the product [F:15][C:4]([F:3])([F:14])[C@H:5]([O:6][S:18]([C:17]([F:23])([F:22])[F:16])(=[O:20])=[O:19])[C:7]1[CH:8]=[CH:9][C:10]([F:13])=[CH:11][CH:12]=1, predict the reactants needed to synthesize it. The reactants are: [H-].[Na+].[F:3][C:4]([F:15])([F:14])[C@@H:5]([C:7]1[CH:12]=[CH:11][C:10]([F:13])=[CH:9][CH:8]=1)[OH:6].[F:16][C:17]([F:23])([F:22])[S:18](Cl)(=[O:20])=[O:19]. (3) Given the product [CH2:38]([NH:45][C:14]([CH:11]1[CH2:10][CH2:9][N:8]([C:6]([O:5][C:1]([CH3:2])([CH3:3])[CH3:4])=[O:7])[CH2:13][CH2:12]1)=[O:16])[C:39]1[CH:44]=[CH:43][CH:42]=[CH:41][CH:40]=1, predict the reactants needed to synthesize it. The reactants are: [C:1]([O:5][C:6]([N:8]1[CH2:13][CH2:12][CH:11]([C:14]([OH:16])=O)[CH2:10][CH2:9]1)=[O:7])([CH3:4])([CH3:3])[CH3:2].C1C=CC2N(O)N=NC=2C=1.CCN=C=NCCCN(C)C.[CH2:38]([NH2:45])[C:39]1[CH:44]=[CH:43][CH:42]=[CH:41][CH:40]=1.C(N(CC)CC)C.